Dataset: NCI-60 drug combinations with 297,098 pairs across 59 cell lines. Task: Regression. Given two drug SMILES strings and cell line genomic features, predict the synergy score measuring deviation from expected non-interaction effect. (1) Drug 1: C1=CC(=CC=C1CCC2=CNC3=C2C(=O)NC(=N3)N)C(=O)NC(CCC(=O)O)C(=O)O. Drug 2: CC1C(C(CC(O1)OC2CC(CC3=C2C(=C4C(=C3O)C(=O)C5=C(C4=O)C(=CC=C5)OC)O)(C(=O)C)O)N)O.Cl. Cell line: NCI-H460. Synergy scores: CSS=54.7, Synergy_ZIP=0.0534, Synergy_Bliss=-0.0566, Synergy_Loewe=0.617, Synergy_HSA=4.41. (2) Drug 1: COC1=CC(=CC(=C1O)OC)C2C3C(COC3=O)C(C4=CC5=C(C=C24)OCO5)OC6C(C(C7C(O6)COC(O7)C8=CC=CS8)O)O. Drug 2: CCC1(C2=C(COC1=O)C(=O)N3CC4=CC5=C(C=CC(=C5CN(C)C)O)N=C4C3=C2)O.Cl. Cell line: SNB-75. Synergy scores: CSS=39.9, Synergy_ZIP=-2.21, Synergy_Bliss=3.49, Synergy_Loewe=4.52, Synergy_HSA=4.34.